This data is from Reaction yield outcomes from USPTO patents with 853,638 reactions. The task is: Predict the reaction yield, written as a fraction of the theoretical maximum amount of product (1.0 means a 100% yield; for example, 0.34 means a 34% yield). The reactants are [CH3:1][C:2]([N+:14]([O-])=O)([CH3:13])[CH2:3][N:4]1[CH2:9][CH2:8][N:7]([C:10](=[O:12])[CH3:11])[CH2:6][CH2:5]1.[ClH:17]. The catalyst is CO.O. The product is [ClH:17].[ClH:17].[NH2:14][C:2]([CH3:13])([CH3:1])[CH2:3][N:4]1[CH2:9][CH2:8][N:7]([C:10](=[O:12])[CH3:11])[CH2:6][CH2:5]1. The yield is 0.810.